The task is: Predict the reaction yield, written as a fraction of the theoretical maximum amount of product (1.0 means a 100% yield; for example, 0.34 means a 34% yield).. This data is from Reaction yield outcomes from USPTO patents with 853,638 reactions. (1) The reactants are [NH2:1][C:2]1[N:7]=[C:6]([NH2:8])[C:5](I)=[C:4]([CH3:10])[N:3]=1.[CH3:11][O:12][C:13]1[CH:14]=[C:15]([CH:23]([OH:26])[C:24]#[CH:25])[CH:16]=[C:17]([O:21][CH3:22])[C:18]=1[O:19][CH3:20]. No catalyst specified. The product is [NH2:1][C:2]1[N:7]=[C:6]([NH2:8])[C:5]([C:25]#[C:24][CH:23]([C:15]2[CH:16]=[C:17]([O:21][CH3:22])[C:18]([O:19][CH3:20])=[C:13]([O:12][CH3:11])[CH:14]=2)[OH:26])=[C:4]([CH3:10])[N:3]=1. The yield is 0.800. (2) The reactants are Br[CH2:2][C:3]([C:5]1[CH:10]=[CH:9][CH:8]=[CH:7][CH:6]=1)=O.[NH2:11][C:12]1[S:13][C:14]([C:17]([O:19]CC)=[O:18])=[CH:15][N:16]=1.[OH-].[Na+].Cl. The catalyst is C(O)C. The product is [C:5]1([C:3]2[N:11]=[C:12]3[N:16]([CH:2]=2)[CH:15]=[C:14]([C:17]([OH:19])=[O:18])[S:13]3)[CH:10]=[CH:9][CH:8]=[CH:7][CH:6]=1. The yield is 0.260. (3) The reactants are [S:1]1[CH:5]=[C:4]([CH:6]=O)[C:3]([CH:8]=O)=[CH:2]1.C([NH:13][CH:14](P(OC)(OC)=O)[C:15]([O:17][CH3:18])=[O:16])(=O)C.C1CCN2C(=NCCC2)CC1.S1C=CC=C1.FC(F)(F)C(OC(=O)C(F)(F)F)=O. The catalyst is C(Cl)Cl.C(Cl)(Cl)Cl. The product is [CH:5]1[S:1][CH:2]=[C:3]2[C:4]=1[CH:6]=[C:14]([C:15]([O:17][CH3:18])=[O:16])[N:13]=[CH:8]2. The yield is 0.880. (4) The reactants are [NH2:1][C:2]1[CH:3]=[C:4]([N:8]2[CH:12]=[CH:11][N:10]=[CH:9]2)[CH:5]=[CH:6][CH:7]=1.[CH2:13]([O:15][C:16](=[O:25])[CH2:17][C:18](=O)[CH2:19][CH2:20][CH2:21][CH2:22]Cl)[CH3:14].II.[CH:28]1C=CC=CC=1. No catalyst specified. The product is [CH2:13]([O:15][C:16](=[O:25])[CH:17]=[CH:18][CH:19]1[CH2:20][CH2:21][CH2:22][CH2:28][N:1]1[C:2]1[CH:7]=[CH:6][CH:5]=[C:4]([N:8]2[CH:12]=[CH:11][N:10]=[CH:9]2)[CH:3]=1)[CH3:14]. The yield is 0.0800. (5) The reactants are [Br:1][C:2]1[CH:15]=[CH:14][C:5]2[S:6][C:7]3[CH:12]=[CH:11][C:10]([Br:13])=[CH:9][C:8]=3[C:4]=2[CH:3]=1.OO.[OH2:18].C(O)(=[O:21])C. No catalyst specified. The product is [Br:13][C:10]1[CH:11]=[CH:12][C:7]2[S:6](=[O:21])(=[O:18])[C:5]3[CH:14]=[CH:15][C:2]([Br:1])=[CH:3][C:4]=3[C:8]=2[CH:9]=1. The yield is 0.600. (6) The reactants are [Br:1][C:2]1[CH:3]=[CH:4][C:5]2[O:16][C:15]3([CH2:21][CH2:20][CH:19]([O:22][CH3:23])[CH2:18][CH2:17]3)[C:8]3([NH:12][C:11](=S)[C:10]([CH3:14])=[N:9]3)[C:6]=2[CH:7]=1.[NH3:24].CO. No catalyst specified. The product is [Br:1][C:2]1[CH:3]=[CH:4][C:5]2[O:16][C:15]3([CH2:21][CH2:20][CH:19]([O:22][CH3:23])[CH2:18][CH2:17]3)[C:8]3([N:12]=[C:11]([NH2:24])[C:10]([CH3:14])=[N:9]3)[C:6]=2[CH:7]=1. The yield is 0.270. (7) The reactants are [C:1]([O:5][C:6]([N:8]1[CH2:15][C@@H:14]([CH3:16])[CH2:13][C@H:9]1[C:10]([OH:12])=O)=[O:7])([CH3:4])([CH3:3])[CH3:2].S(C1C=CC(C)=CC=1)(O)(=O)=O.[CH2:28]([O:35][C:36](=[O:39])[CH2:37][NH2:38])[C:29]1[CH:34]=[CH:33][CH:32]=[CH:31][CH:30]=1.C1CN([P+](ON2N=NC3C=CC=CC2=3)(N2CCCC2)N2CCCC2)CC1.F[P-](F)(F)(F)(F)F.CCN(C(C)C)C(C)C. The catalyst is C(Cl)Cl. The product is [CH2:28]([O:35][C:36](=[O:39])[CH2:37][NH:38][C:10](=[O:12])[C@@H:9]1[CH2:13][C@H:14]([CH3:16])[CH2:15][N:8]1[C:6]([O:5][C:1]([CH3:2])([CH3:3])[CH3:4])=[O:7])[C:29]1[CH:34]=[CH:33][CH:32]=[CH:31][CH:30]=1. The yield is 0.840. (8) The yield is 0.830. The product is [C:15]([NH:14][C:12]([C:9]1[N:8]=[C:7]2[C:2]([C:24]3[CH:25]=[CH:26][C:21]([C:20]([F:31])([F:30])[F:19])=[CH:22][CH:23]=3)=[CH:3][N:4]=[CH:5][C:6]2=[N:11][CH:10]=1)=[O:13])([CH3:18])([CH3:17])[CH3:16]. The catalyst is C1(P([C-]2C=CC=C2)C2C=CC=CC=2)C=CC=CC=1.[C-]1(P(C2C=CC=CC=2)C2C=CC=CC=2)C=CC=C1.[Fe+2].[Pd](Cl)Cl.O. The reactants are Br[C:2]1[C:7]2=[N:8][C:9]([C:12]([NH:14][C:15]([CH3:18])([CH3:17])[CH3:16])=[O:13])=[CH:10][N:11]=[C:6]2[CH:5]=[N:4][CH:3]=1.[F:19][C:20]([F:31])([F:30])[C:21]1[CH:26]=[CH:25][C:24](B(O)O)=[CH:23][CH:22]=1.C(=O)([O-])[O-].[Cs+].[Cs+].O1CCOCC1. (9) The reactants are [CH2:1]([O:3][C:4](=[O:12])[C:5]1[CH:10]=[CH:9][C:8](I)=[CH:7][CH:6]=1)[CH3:2].C([O-])([O-])=O.[Na+].[Na+].[Cl-].[Li+].[C:21]([C:24]1[CH:29]=[CH:28][C:27](B(O)O)=[CH:26][CH:25]=1)(=[O:23])[CH3:22]. The catalyst is C1(C)C=CC=CC=1.CCO.[Pd].C1(P(C2C=CC=CC=2)C2C=CC=CC=2)C=CC=CC=1.C1(P(C2C=CC=CC=2)C2C=CC=CC=2)C=CC=CC=1.C1(P(C2C=CC=CC=2)C2C=CC=CC=2)C=CC=CC=1.C1(P(C2C=CC=CC=2)C2C=CC=CC=2)C=CC=CC=1. The product is [CH2:1]([O:3][C:4]([C:5]1[CH:10]=[CH:9][C:8]([C:27]2[CH:28]=[CH:29][C:24]([C:21](=[O:23])[CH3:22])=[CH:25][CH:26]=2)=[CH:7][CH:6]=1)=[O:12])[CH3:2]. The yield is 0.730. (10) The product is [CH3:10][S:9][C:6]1[N:7]=[CH:8][C:3]([C:1]2[S:14][C:13]3[CH:15]=[CH:16][CH:17]=[CH:18][C:12]=3[C:11](=[O:19])[N:2]=2)=[CH:4][CH:5]=1. The yield is 0.310. The reactants are [C:1]([C:3]1[CH:4]=[CH:5][C:6]([S:9][CH3:10])=[N:7][CH:8]=1)#[N:2].[C:11](OC)(=[O:19])[C:12]1[C:13](=[CH:15][CH:16]=[CH:17][CH:18]=1)[SH:14].C(N(CC)CC)C. The catalyst is C1(C)C=CC=CC=1.